Dataset: Reaction yield outcomes from USPTO patents with 853,638 reactions. Task: Predict the reaction yield, written as a fraction of the theoretical maximum amount of product (1.0 means a 100% yield; for example, 0.34 means a 34% yield). (1) The product is [CH:1]1([C:6]2[N:7]=[C:8]([CH2:18][C:19]3[CH:24]=[CH:23][C:22]([CH2:25][CH2:26][OH:27])=[CH:21][CH:20]=3)[C:9]3[S:15](=[O:17])(=[O:16])[CH2:14][CH2:13][CH2:12][C:10]=3[N:11]=2)[CH2:5][CH2:4][CH2:3][CH2:2]1. The yield is 0.710. The reactants are [CH:1]1([C:6]2[N:7]=[C:8]([CH2:18][C:19]3[CH:24]=[CH:23][C:22]([CH2:25][C:26](OC)=[O:27])=[CH:21][CH:20]=3)[C:9]3[S:15](=[O:17])(=[O:16])[CH2:14][CH2:13][CH2:12][C:10]=3[N:11]=2)[CH2:5][CH2:4][CH2:3][CH2:2]1.CC(C[AlH]CC(C)C)C. No catalyst specified. (2) The reactants are CS([O:5][CH2:6][C@@H:7]([O:9][CH:10]1[CH2:15][CH2:14][CH2:13][CH2:12][O:11]1)[CH3:8])(=O)=O.CC(C)([O-])C.[K+].[CH3:22][N:23]1[CH:27]=[CH:26][C:25]([NH:28][C:29]2[C:38]3[C:33](=[CH:34][CH:35]=[C:36]([O:39][C:40]4[N:45]=[CH:44][C:43](O)=[CH:42][CH:41]=4)[CH:37]=3)[N:32]=[CH:31][N:30]=2)=[N:24]1.Cl. The catalyst is O.CS(C)=O. The product is [CH3:22][N:23]1[CH:27]=[CH:26][C:25]([NH:28][C:29]2[C:38]3[C:33](=[CH:34][CH:35]=[C:36]([O:39][C:40]4[CH:41]=[CH:42][C:43]([O:5][CH2:6][C@H:7]([O:9][CH:10]5[CH2:15][CH2:14][CH2:13][CH2:12][O:11]5)[CH3:8])=[CH:44][N:45]=4)[CH:37]=3)[N:32]=[CH:31][N:30]=2)=[N:24]1. The yield is 0.750.